From a dataset of Reaction yield outcomes from USPTO patents with 853,638 reactions. Predict the reaction yield, written as a fraction of the theoretical maximum amount of product (1.0 means a 100% yield; for example, 0.34 means a 34% yield). (1) The reactants are C(OC(=O)[NH:10][C:11]1[CH:16]=[CH:15][C:14]([C:17]([CH3:20])([CH3:19])[CH3:18])=[C:13]([NH:21][CH:22]=[O:23])[CH:12]=1)C1C=CC=CC=1.CO. The catalyst is [Pd].C(Cl)Cl. The product is [NH2:10][C:11]1[CH:16]=[CH:15][C:14]([C:17]([CH3:20])([CH3:19])[CH3:18])=[C:13]([NH:21][CH:22]=[O:23])[CH:12]=1. The yield is 0.960. (2) The reactants are [C:1]1([C:27]2[CH:32]=[CH:31][CH:30]=[CH:29][CH:28]=2)[CH:6]=[CH:5][C:4]([NH:7][C:8](=[O:26])[C:9]2[CH:14]=[CH:13][C:12](Br)=[C:11]([NH:16][C:17](=[O:25])[CH2:18][N:19]3[CH2:24][CH2:23][O:22][CH2:21][CH2:20]3)[CH:10]=2)=[CH:3][CH:2]=1.[O:33]1[CH:37]=[CH:36][CH:35]=[C:34]1B(O)O.C(=O)([O-])[O-].[Na+].[Na+].O1CCOCC1. The catalyst is O. The product is [C:1]1([C:27]2[CH:32]=[CH:31][CH:30]=[CH:29][CH:28]=2)[CH:6]=[CH:5][C:4]([NH:7][C:8](=[O:26])[C:9]2[CH:14]=[CH:13][C:12]([C:34]3[O:33][CH:37]=[CH:36][CH:35]=3)=[C:11]([NH:16][C:17](=[O:25])[CH2:18][N:19]3[CH2:24][CH2:23][O:22][CH2:21][CH2:20]3)[CH:10]=2)=[CH:3][CH:2]=1. The yield is 0.280. (3) The reactants are [NH2:1][C:2]1[CH:3]=[CH:4][C:5]([Cl:10])=[C:6]([O:8][CH3:9])[CH:7]=1.[C:11](OCC)(=[O:16])[CH2:12][C:13]([CH3:15])=O. The catalyst is C1C=CC=CC=1.C1(C)C=CC(S(O)(=O)=O)=CC=1. The product is [Cl:10][C:5]1[CH:4]=[C:3]2[C:2](=[CH:7][C:6]=1[O:8][CH3:9])[NH:1][C:13]([CH3:15])=[CH:12][C:11]2=[O:16]. The yield is 0.450. (4) The reactants are [NH2:1][CH2:2][C:3]1[CH:4]=[C:5]([C:9]2[CH:14]=[CH:13][C:12]([N:15]3[CH2:19][C@H:18]([CH2:20][NH:21][C:22](=[O:24])[CH3:23])[O:17][C:16]3=[O:25])=[CH:11][C:10]=2[F:26])[CH:6]=[CH:7][CH:8]=1.CC[N:29]([CH:33]([CH3:35])C)C(C)C.Br[CH2:37][C:38]([NH2:40])=[O:39].C[OH:42]. The catalyst is ClCCl. The product is [C:22]([NH:21][CH2:20][C@@H:18]1[O:17][C:16](=[O:25])[N:15]([C:12]2[CH:13]=[CH:14][C:9]([C:5]3[CH:6]=[CH:7][CH:8]=[C:3]([CH2:2][N:1]([CH2:35][C:33](=[O:42])[NH2:29])[CH2:37][C:38]([NH2:40])=[O:39])[CH:4]=3)=[C:10]([F:26])[CH:11]=2)[CH2:19]1)(=[O:24])[CH3:23]. The yield is 0.110. (5) The reactants are [OH:1][C:2]1[CH:3]=[C:4]([CH:11]2[C:15]3[C:16]([CH3:30])=[C:17]([NH:22][C:23](=[O:29])[CH2:24][C:25]([CH3:28])([CH3:27])[CH3:26])[C:18]([CH3:21])=[C:19]([CH3:20])[C:14]=3[O:13][CH2:12]2)[CH:5]=[CH:6][C:7]=1[CH:8]([CH3:10])[CH3:9].[CH2:31]([O:33][C:34](=[O:37])[CH2:35]Br)[CH3:32].C(=O)([O-])[O-].[K+].[K+].O. The catalyst is CC(C)=O.[I-].[K+]. The product is [CH3:26][C:25]([CH3:28])([CH3:27])[CH2:24][C:23]([NH:22][C:17]1[C:18]([CH3:21])=[C:19]([CH3:20])[C:14]2[O:13][CH2:12][CH:11]([C:4]3[CH:5]=[CH:6][C:7]([CH:8]([CH3:10])[CH3:9])=[C:2]([CH:3]=3)[O:1][CH2:35][C:34]([O:33][CH2:31][CH3:32])=[O:37])[C:15]=2[C:16]=1[CH3:30])=[O:29]. The yield is 0.910. (6) The reactants are [NH:1]1[C:9]2[C:4](=[CH:5][C:6]([C:10]([N:12]3[CH2:18][C:17]4([CH3:20])[CH2:19][CH:13]3[CH2:14][C:15]([CH3:22])([CH3:21])[CH2:16]4)=[O:11])=[CH:7][CH:8]=2)[CH:3]=[CH:2]1.C([Li])CCC.[C:28]1([S:34](Cl)(=[O:36])=[O:35])[CH:33]=[CH:32][CH:31]=[CH:30][CH:29]=1. The catalyst is C1COCC1. The product is [C:28]1([S:34]([N:1]2[C:9]3[C:4](=[CH:5][C:6]([C:10]([N:12]4[CH2:18][C:17]5([CH3:20])[CH2:19][CH:13]4[CH2:14][C:15]([CH3:22])([CH3:21])[CH2:16]5)=[O:11])=[CH:7][CH:8]=3)[CH:3]=[CH:2]2)(=[O:36])=[O:35])[CH:33]=[CH:32][CH:31]=[CH:30][CH:29]=1. The yield is 0.990. (7) The reactants are FC(F)(F)C(O)=O.[CH:8]1([C:14]2[C:15]3[CH:16]=[CH:17][C:18]([C:38]([O:40]C(C)(C)C)=[O:39])=[CH:19][C:20]=3[N:21]3[CH2:27][C:26]([C:28]([O:30][CH3:31])=[O:29])=[CH:25][C:24]4[CH:32]=[C:33]([O:36][CH3:37])[CH:34]=[CH:35][C:23]=4[C:22]=23)[CH2:13][CH2:12][CH2:11][CH2:10][CH2:9]1. The catalyst is ClC(Cl)C. The product is [CH:8]1([C:14]2[C:15]3[CH:16]=[CH:17][C:18]([C:38]([OH:40])=[O:39])=[CH:19][C:20]=3[N:21]3[CH2:27][C:26]([C:28]([O:30][CH3:31])=[O:29])=[CH:25][C:24]4[CH:32]=[C:33]([O:36][CH3:37])[CH:34]=[CH:35][C:23]=4[C:22]=23)[CH2:13][CH2:12][CH2:11][CH2:10][CH2:9]1. The yield is 0.940.